Dataset: Forward reaction prediction with 1.9M reactions from USPTO patents (1976-2016). Task: Predict the product of the given reaction. (1) Given the reactants S(Cl)([Cl:3])=O.[NH2:5][C:6]1[N:11]=[C:10]([CH3:12])[C:9]([CH2:13][C:14]2[CH:19]=[CH:18][C:17]([CH2:20]O)=[CH:16][C:15]=2[O:22][CH3:23])=[C:8]([NH:24][CH2:25][CH2:26][CH2:27][CH2:28][CH3:29])[N:7]=1, predict the reaction product. The product is: [Cl:3][CH2:20][C:17]1[CH:18]=[CH:19][C:14]([CH2:13][C:9]2[C:8]([NH:24][CH2:25][CH2:26][CH2:27][CH2:28][CH3:29])=[N:7][C:6]([NH2:5])=[N:11][C:10]=2[CH3:12])=[C:15]([O:22][CH3:23])[CH:16]=1. (2) Given the reactants [Cl:1][C:2]1[C:3]([C:27]2[C:35]3[C:30](=[CH:31][CH:32]=[CH:33][CH:34]=3)[NH:29][CH:28]=2)=[N:4][C:5]([NH:8][C:9]2[CH:14]=[C:13]([N+:15]([O-])=O)[C:12]([N:18]([CH2:20][CH2:21][N:22]([CH3:24])[CH3:23])[CH3:19])=[CH:11][C:10]=2[O:25][CH3:26])=[N:6][CH:7]=1.[NH4+].[Cl-], predict the reaction product. The product is: [NH3:4].[Cl:1][C:2]1[C:3]([C:27]2[C:35]3[C:30](=[CH:31][CH:32]=[CH:33][CH:34]=3)[NH:29][CH:28]=2)=[N:4][C:5]([NH:8][C:9]2[CH:14]=[C:13]([NH2:15])[C:12]([N:18]([CH2:20][CH2:21][N:22]([CH3:24])[CH3:23])[CH3:19])=[CH:11][C:10]=2[O:25][CH3:26])=[N:6][CH:7]=1. (3) Given the reactants [Br:1][C:2]1[C:3]([CH3:9])=[CH:4][C:5]([OH:8])=[N:6][CH:7]=1.C1C(=O)N([Cl:17])C(=O)C1, predict the reaction product. The product is: [Br:1][C:2]1[C:3]([CH3:9])=[C:4]([Cl:17])[C:5]([OH:8])=[N:6][CH:7]=1. (4) Given the reactants [Cl:1][C:2]1[N:3]=[C:4]([C:9]([NH:11][C@H:12]2[CH2:17][CH2:16][N:15]([C:18]3[S:19][C:20]4[C:26]([C:27]([O:29]CC)=[O:28])=[CH:25][CH:24]=[CH:23][C:21]=4[N:22]=3)[CH2:14][C@H:13]2[O:32][CH3:33])=[O:10])[NH:5][C:6]=1[CH2:7][CH3:8].[OH-].[Li+], predict the reaction product. The product is: [Cl:1][C:2]1[N:3]=[C:4]([C:9]([NH:11][C@H:12]2[CH2:17][CH2:16][N:15]([C:18]3[S:19][C:20]4[C:26]([C:27]([OH:29])=[O:28])=[CH:25][CH:24]=[CH:23][C:21]=4[N:22]=3)[CH2:14][C@H:13]2[O:32][CH3:33])=[O:10])[NH:5][C:6]=1[CH2:7][CH3:8]. (5) Given the reactants Br[C:2]1[CH:10]=[CH:9][CH:8]=[C:7]2[C:3]=1[CH2:4][CH2:5][C:6]2=[O:11].B([O-])O[CH2:14][CH3:15].C(=O)([O-])[O-].[K+].[K+], predict the reaction product. The product is: [CH2:14]([C:2]1[CH:10]=[CH:9][CH:8]=[C:7]2[C:3]=1[CH2:4][CH2:5][C:6]2=[O:11])[CH3:15]. (6) Given the reactants [CH2:1]([N:3]([CH2:16][CH3:17])[C:4](=[O:15])[C:5]1[CH:10]=[CH:9][C:8](F)=[C:7]([N+:12]([O-:14])=[O:13])[CH:6]=1)[CH3:2].[N:18]1([CH2:24][CH2:25][NH2:26])[CH2:23][CH2:22][O:21][CH2:20][CH2:19]1, predict the reaction product. The product is: [CH2:1]([N:3]([CH2:16][CH3:17])[C:4](=[O:15])[C:5]1[CH:10]=[CH:9][C:8]([NH:26][CH2:25][CH2:24][N:18]2[CH2:23][CH2:22][O:21][CH2:20][CH2:19]2)=[C:7]([N+:12]([O-:14])=[O:13])[CH:6]=1)[CH3:2]. (7) The product is: [Cl:1][C:2]1[C:7]([N:8]([CH3:46])[C:9]2[CH:17]=[C:16]3[C:12]([C:13]([CH2:31][N:32]([CH3:40])[C:33](=[O:39])[O:34][C:35]([CH3:37])([CH3:38])[CH3:36])=[CH:14][N:15]3[S:18]([C:21]3[CH:26]=[CH:25][CH:24]=[C:23]([C:27]([F:28])([F:30])[F:29])[CH:22]=3)(=[O:20])=[O:19])=[CH:11][CH:10]=2)=[CH:6][CH:5]=[C:4]([O:41][CH3:42])[N:3]=1. Given the reactants [Cl:1][C:2]1[C:7]([NH:8][C:9]2[CH:17]=[C:16]3[C:12]([C:13]([CH2:31][N:32]([CH3:40])[C:33](=[O:39])[O:34][C:35]([CH3:38])([CH3:37])[CH3:36])=[CH:14][N:15]3[S:18]([C:21]3[CH:26]=[CH:25][CH:24]=[C:23]([C:27]([F:30])([F:29])[F:28])[CH:22]=3)(=[O:20])=[O:19])=[CH:11][CH:10]=2)=[CH:6][CH:5]=[C:4]([O:41][CH3:42])[N:3]=1.[H-].[Na+].I[CH3:46].O, predict the reaction product.